From a dataset of Reaction yield outcomes from USPTO patents with 853,638 reactions. Predict the reaction yield, written as a fraction of the theoretical maximum amount of product (1.0 means a 100% yield; for example, 0.34 means a 34% yield). (1) The reactants are COC(C1C=C(O)C2C(=C(OCC3C=CC=CC=3)C=C(C#CCOCC3C=CC=CC=3)C=2)N=1)=O.[CH3:35][O:36][C:37]([C:39]1[CH:48]=[C:47]([OH:49])[C:46]2[C:41](=[C:42]([O:57][CH3:58])[CH:43]=[C:44]([C:50]#[C:51][CH2:52][CH2:53][CH2:54][CH2:55][CH3:56])[CH:45]=2)[N:40]=1)=[O:38]. No catalyst specified. The product is [CH3:35][O:36][C:37]([C:39]1[CH:48]=[C:47]([OH:49])[C:46]2[C:41](=[C:42]([O:57][CH3:58])[CH:43]=[C:44]([CH2:50][CH2:51][CH2:52][CH2:53][CH2:54][CH2:55][CH3:56])[CH:45]=2)[N:40]=1)=[O:38]. The yield is 0.740. (2) The reactants are [N+:1]([C:4]1[CH:20]=[CH:19][C:7]([CH2:8][C:9]2[CH:18]=[CH:17][C:12]3[N:13]=[C:14]([NH2:16])[S:15][C:11]=3[CH:10]=2)=[CH:6][CH:5]=1)([O-:3])=[O:2].[Br:21]Br.O. The catalyst is C(O)(=O)C. The product is [Br:21][C:17]1[C:12]2[N:13]=[C:14]([NH2:16])[S:15][C:11]=2[CH:10]=[C:9]([CH2:8][C:7]2[CH:19]=[CH:20][C:4]([N+:1]([O-:3])=[O:2])=[CH:5][CH:6]=2)[CH:18]=1. The yield is 0.790. (3) The reactants are [O:1]=[S:2]1(=[O:19])[CH2:7][CH2:6][N:5]([C:8]2[O:9][CH2:10][C:11](=[O:18])[C:12]=2[C:13]([O:15][CH2:16][CH3:17])=[O:14])[CH2:4][CH2:3]1.[NH:20]1[C:28]2[C:23](=[CH:24][CH:25]=[CH:26][N:27]=2)[C:22]([CH:29]=O)=[CH:21]1.N1CCCCC1. The catalyst is C(O)C. The product is [NH:20]1[C:28]2=[N:27][CH:26]=[CH:25][CH:24]=[C:23]2[C:22]([CH:29]=[C:10]2[O:9][C:8]([N:5]3[CH2:6][CH2:7][S:2](=[O:1])(=[O:19])[CH2:3][CH2:4]3)=[C:12]([C:13]([O:15][CH2:16][CH3:17])=[O:14])[C:11]2=[O:18])=[CH:21]1. The yield is 0.470. (4) The reactants are [NH2:1][CH2:2][C@H:3]1[CH2:8][CH2:7][C@H:6]([C:9]([OH:11])=[O:10])[CH2:5][CH2:4]1.[C:12](O[C:12]([O:14][C:15]([CH3:18])([CH3:17])[CH3:16])=[O:13])([O:14][C:15]([CH3:18])([CH3:17])[CH3:16])=[O:13].Cl. The catalyst is [OH-].[Na+].O1CCOCC1. The product is [C:15]([O:14][C:12]([NH:1][CH2:2][C@H:3]1[CH2:4][CH2:5][C@H:6]([C:9]([OH:11])=[O:10])[CH2:7][CH2:8]1)=[O:13])([CH3:18])([CH3:17])[CH3:16]. The yield is 1.00. (5) The reactants are C(OC1C=CN(CC(C2C=CC(C[Br:25])=CC=2C)=O)C(=O)C=1)C1C=CC=CC=1.O[CH:29]([C:31]1[CH:36]=[CH:35][C:34]([C:37](=[O:56])[CH2:38][N:39]2[C:44](=[O:45])[CH:43]=[C:42]([O:46][CH2:47][C:48]3[CH:53]=[CH:52][C:51]([O:54][CH3:55])=[CH:50][N:49]=3)[CH:41]=[N:40]2)=[C:33]([CH3:57])[CH:32]=1)[CH3:30].C(OC1C=CN(CC(C2C=CC(CO)=CC=2C)=O)C(=O)C=1)C1C=CC=CC=1. No catalyst specified. The product is [Br:25][CH:29]([C:31]1[CH:36]=[CH:35][C:34]([C:37](=[O:56])[CH2:38][N:39]2[C:44](=[O:45])[CH:43]=[C:42]([O:46][CH2:47][C:48]3[CH:53]=[CH:52][C:51]([O:54][CH3:55])=[CH:50][N:49]=3)[CH:41]=[N:40]2)=[C:33]([CH3:57])[CH:32]=1)[CH3:30]. The yield is 0.930.